This data is from Catalyst prediction with 721,799 reactions and 888 catalyst types from USPTO. The task is: Predict which catalyst facilitates the given reaction. Reactant: [NH3:1].[F:2][C:3]1[C:8]2[N:9]([CH3:13])[C:10](=[O:12])[O:11][C:7]=2[CH:6]=[C:5]([N:14]2[CH2:18][C@H:17]([C:19](OC)=[O:20])[O:16][C:15]2=[O:23])[CH:4]=1. Product: [F:2][C:3]1[C:8]2[N:9]([CH3:13])[C:10](=[O:12])[O:11][C:7]=2[CH:6]=[C:5]([N:14]2[CH2:18][C@H:17]([C:19]([NH2:1])=[O:20])[O:16][C:15]2=[O:23])[CH:4]=1. The catalyst class is: 5.